Predict which catalyst facilitates the given reaction. From a dataset of Catalyst prediction with 721,799 reactions and 888 catalyst types from USPTO. (1) Reactant: COC1C=CC(P2(SP(C3C=CC(OC)=CC=3)(=S)S2)=[S:10])=CC=1.[N:23]1([C:29]2[CH:34]=[CH:33][C:32]([C:35]([F:38])([F:37])[F:36])=[CH:31][C:30]=2[NH:39][C:40](=O)[C:41]2[CH:46]=[CH:45][N:44]=[CH:43][CH:42]=2)[CH2:28][CH2:27][CH2:26][CH2:25][CH2:24]1.[OH-].[Na+]. Product: [N:23]1([C:29]2[CH:34]=[CH:33][C:32]([C:35]([F:38])([F:37])[F:36])=[CH:31][C:30]=2[NH:39][C:40](=[S:10])[C:41]2[CH:46]=[CH:45][N:44]=[CH:43][CH:42]=2)[CH2:28][CH2:27][CH2:26][CH2:25][CH2:24]1. The catalyst class is: 11. (2) Reactant: [F:1][C:2]([F:18])([F:17])[C:3]1[N:4]=[CH:5][C:6]([C:9]2[CH:10]=[C:11]([CH:14]=[CH:15][CH:16]=2)[CH2:12][NH2:13])=[N:7][CH:8]=1.[F:19][C:20]1[CH:25]=[CH:24][C:23]([S:26]([N:29]([CH2:33][C:34](O)=[O:35])[CH:30]([CH3:32])[CH3:31])(=[O:28])=[O:27])=[CH:22][CH:21]=1.CN(C(ON1N=NC2C=CC=NC1=2)=[N+](C)C)C.F[P-](F)(F)(F)(F)F.C(N(CC)C(C)C)(C)C.OS([O-])(=O)=O.[K+]. Product: [F:19][C:20]1[CH:21]=[CH:22][C:23]([S:26]([N:29]([CH:30]([CH3:32])[CH3:31])[CH2:33][C:34]([NH:13][CH2:12][C:11]2[CH:14]=[CH:15][CH:16]=[C:9]([C:6]3[CH:5]=[N:4][C:3]([C:2]([F:1])([F:17])[F:18])=[CH:8][N:7]=3)[CH:10]=2)=[O:35])(=[O:27])=[O:28])=[CH:24][CH:25]=1. The catalyst class is: 2.